Predict the product of the given reaction. From a dataset of Forward reaction prediction with 1.9M reactions from USPTO patents (1976-2016). (1) Given the reactants C(OC([N:8]1[CH2:13][CH2:12][N:11]([C:14]2[CH:19]=[C:18]([NH:20][S:21]([C:24]3[CH:29]=[CH:28][CH:27]=[C:26]([O:30][CH:31]([F:33])[F:32])[CH:25]=3)(=[O:23])=[O:22])[CH:17]=[CH:16][C:15]=2[CH3:34])[CH2:10][CH2:9]1)=O)(C)(C)C.[ClH:35], predict the reaction product. The product is: [ClH:35].[F:33][CH:31]([F:32])[O:30][C:26]1[CH:25]=[C:24]([S:21]([NH:20][C:18]2[CH:17]=[CH:16][C:15]([CH3:34])=[C:14]([N:11]3[CH2:10][CH2:9][NH:8][CH2:13][CH2:12]3)[CH:19]=2)(=[O:22])=[O:23])[CH:29]=[CH:28][CH:27]=1. (2) Given the reactants CS(O[CH2:6][CH2:7][S:8]([CH2:11][C:12]1[CH:17]=[CH:16][C:15]([CH3:18])=[CH:14][CH:13]=1)(=[O:10])=[O:9])(=O)=O.CC1C=CC(CS(C=C)(=O)=O)=CC=1.[NH:32]1[CH2:36][CH2:35][CH2:34][CH2:33]1, predict the reaction product. The product is: [CH3:18][C:15]1[CH:16]=[CH:17][C:12]([CH2:11][S:8]([CH2:7][CH2:6][N:32]2[CH2:36][CH2:35][CH2:34][CH2:33]2)(=[O:10])=[O:9])=[CH:13][CH:14]=1. (3) Given the reactants [C:1](=O)([O-])[O-].[K+].[K+].[C:7]([C:9]1[CH:17]=[CH:16][C:12]([C:13]([OH:15])=[O:14])=[C:11]([F:18])[CH:10]=1)#[N:8].IC, predict the reaction product. The product is: [C:7]([C:9]1[CH:17]=[CH:16][C:12]([C:13]([O:15][CH3:1])=[O:14])=[C:11]([F:18])[CH:10]=1)#[N:8].